Dataset: Reaction yield outcomes from USPTO patents with 853,638 reactions. Task: Predict the reaction yield, written as a fraction of the theoretical maximum amount of product (1.0 means a 100% yield; for example, 0.34 means a 34% yield). The reactants are [CH2:1]([O:8][C:9]1[CH:14]=[CH:13][C:12]([NH:15][C:16]2[C:25]3[C:20](=[CH:21][CH:22]=[C:23]([C:26]4[O:27][C:28]([CH:31]5OCC[O:32]5)=[CH:29][CH:30]=4)[CH:24]=3)[N:19]=[CH:18][N:17]=2)=[CH:11][C:10]=1[C:36]([F:39])([F:38])[F:37])[C:2]1[CH:7]=[CH:6][CH:5]=[CH:4][CH:3]=1.Cl.O. The catalyst is C1COCC1. The product is [CH2:1]([O:8][C:9]1[CH:14]=[CH:13][C:12]([NH:15][C:16]2[C:25]3[C:20](=[CH:21][CH:22]=[C:23]([C:26]4[O:27][C:28]([CH:31]=[O:32])=[CH:29][CH:30]=4)[CH:24]=3)[N:19]=[CH:18][N:17]=2)=[CH:11][C:10]=1[C:36]([F:39])([F:37])[F:38])[C:2]1[CH:7]=[CH:6][CH:5]=[CH:4][CH:3]=1. The yield is 0.840.